The task is: Predict the product of the given reaction.. This data is from Forward reaction prediction with 1.9M reactions from USPTO patents (1976-2016). (1) Given the reactants [NH2:1][C:2]1[CH:7]=[C:6]([CH3:8])[CH:5]=[C:4]([CH2:9][CH2:10][C:11]2[NH:19][C:14]3=[N:15][CH:16]=[CH:17][CH:18]=[C:13]3[N:12]=2)[N:3]=1.[ClH:20], predict the reaction product. The product is: [ClH:20].[NH2:1][C:2]1[CH:7]=[C:6]([CH3:8])[CH:5]=[C:4]([CH2:9][CH2:10][C:11]2[NH:19][C:14]3=[N:15][CH:16]=[CH:17][CH:18]=[C:13]3[N:12]=2)[N:3]=1. (2) Given the reactants Br[C:2]1[S:6][C:5]([CH2:7][N:8]([CH2:21][C:22]([F:25])([F:24])[F:23])[C:9]2[CH:16]=[CH:15][C:12]([C:13]#[N:14])=[C:11]([C:17]([F:20])([F:19])[F:18])[CH:10]=2)=[CH:4][CH:3]=1.[C:26]([Cu])#[N:27], predict the reaction product. The product is: [C:13]([C:12]1[CH:15]=[CH:16][C:9]([N:8]([CH2:7][C:5]2[S:6][C:2]([C:26]#[N:27])=[CH:3][CH:4]=2)[CH2:21][C:22]([F:25])([F:24])[F:23])=[CH:10][C:11]=1[C:17]([F:20])([F:19])[F:18])#[N:14]. (3) Given the reactants Cl[C:2]1[CH:7]=[C:6]([O:8][C:9]2[CH:14]=[CH:13][CH:12]=[CH:11][CH:10]=2)[CH:5]=[CH:4][N:3]=1.[CH3:15][C:16]1[N:17]=[C:18]([NH2:21])[S:19][CH:20]=1.P([O-])([O-])([O-])=O.[K+].[K+].[K+].C1(P(C2C=CC=CC=2)C2C3OC4C(=CC=CC=4P(C4C=CC=CC=4)C4C=CC=CC=4)C(C)(C)C=3C=CC=2)C=CC=CC=1, predict the reaction product. The product is: [CH3:15][C:16]1[N:17]=[C:18]([NH:21][C:2]2[CH:7]=[C:6]([O:8][C:9]3[CH:14]=[CH:13][CH:12]=[CH:11][CH:10]=3)[CH:5]=[CH:4][N:3]=2)[S:19][CH:20]=1.